From a dataset of Forward reaction prediction with 1.9M reactions from USPTO patents (1976-2016). Predict the product of the given reaction. (1) The product is: [N:35]1[C:27]([C:26]2[C:21]([NH:20][C:15]3[C:14]([F:42])=[C:13]([NH:12][S:9]([C:4]4[CH:5]=[CH:6][CH:7]=[CH:8][C:3]=4[Cl:2])(=[O:11])=[O:10])[CH:18]=[CH:17][C:16]=3[F:19])=[N:22][CH:23]=[CH:24][CH:25]=2)=[C:28]2[C:32]([NH:31][CH:30]=[N:29]2)=[N:33][CH:34]=1. Given the reactants Cl.[Cl:2][C:3]1[CH:8]=[CH:7][CH:6]=[CH:5][C:4]=1[S:9]([NH:12][C:13]1[CH:18]=[CH:17][C:16]([F:19])=[C:15]([NH:20][C:21]2[C:26]([C:27]3[N:35]=[CH:34][N:33]=[C:32]4[C:28]=3[N:29]=[CH:30][N:31]4C3CCCCO3)=[CH:25][CH:24]=[CH:23][N:22]=2)[C:14]=1[F:42])(=[O:11])=[O:10], predict the reaction product. (2) Given the reactants [Cl:1][C:2]1[C:3]([C:24]2[N:28]3[CH:29]=[CH:30][CH:31]=[CH:32][C:27]3=[N:26][CH:25]=2)=[N:4][C:5]([NH:8][C:9]2[CH:14]=[C:13]([O:15][CH2:16][C@H:17]3[CH2:21][CH2:20][CH2:19][NH:18]3)[CH:12]=[CH:11][C:10]=2[O:22][CH3:23])=[N:6][CH:7]=1.[C:33](OC(=O)C)(=[O:35])[CH3:34], predict the reaction product. The product is: [Cl:1][C:2]1[C:3]([C:24]2[N:28]3[CH:29]=[CH:30][CH:31]=[CH:32][C:27]3=[N:26][CH:25]=2)=[N:4][C:5]([NH:8][C:9]2[CH:14]=[C:13]([CH:12]=[CH:11][C:10]=2[O:22][CH3:23])[O:15][CH2:16][C@H:17]2[CH2:21][CH2:20][CH2:19][N:18]2[C:33](=[O:35])[CH3:34])=[N:6][CH:7]=1.